This data is from Forward reaction prediction with 1.9M reactions from USPTO patents (1976-2016). The task is: Predict the product of the given reaction. (1) Given the reactants [CH3:1][N:2]1[CH2:7][CH2:6][NH:5][CH2:4][CH2:3]1.ClC1C=CC(N2C=CN=N2)=CC=1C(NC(=O)[NH:15][C:16]1[S:17][C:18]2[CH:24]=[C:23]([S:25]([CH3:28])(=[O:27])=[O:26])[CH:22]=[CH:21][C:19]=2[N:20]=1)=O.C(=O)([O-])[O-].[K+].[K+].[CH2:45]1COC[CH2:46]1, predict the reaction product. The product is: [CH3:1][N:2]1[CH2:7][CH2:6][N:5]([CH2:45][CH2:46][CH2:28][S:25]([C:23]2[CH:22]=[CH:21][C:19]3[N:20]=[C:16]([NH2:15])[S:17][C:18]=3[CH:24]=2)(=[O:26])=[O:27])[CH2:4][CH2:3]1. (2) Given the reactants [Cl:1][C:2]1[C:3]([O:16][CH3:17])=[CH:4][CH:5]=[C:6]2[C:11]=1[N:10]=[C:9]([C:12](O)=[O:13])[CH:8]=[C:7]2[OH:15].[CH3:18][NH:19][CH3:20].C1COCC1.CN(C(ON1N=NC2C=CC=NC1=2)=[N+](C)C)C.F[P-](F)(F)(F)(F)F.CN1CCOCC1.Cl, predict the reaction product. The product is: [CH3:18][N:19]([CH3:20])[C:12]([C:9]1[CH:8]=[C:7]([OH:15])[C:6]2[C:11](=[C:2]([Cl:1])[C:3]([O:16][CH3:17])=[CH:4][CH:5]=2)[N:10]=1)=[O:13]. (3) The product is: [CH3:48][N:45]1[CH2:46][CH2:47][N:42]([C:32]2[CH:31]=[C:30]([CH:35]=[C:34]([S:36]([F:41])([F:38])([F:37])([F:39])[F:40])[CH:33]=2)[C:29]([NH:28][C:23]2[CH:24]=[CH:25][C:26]([CH3:27])=[C:21]([N:20]3[C:15]4[N:16]([N:17]=[C:13]([C:11]5[CH:10]=[N:9][NH:8][CH:12]=5)[CH:14]=4)[CH:18]=[CH:19]3)[CH:22]=2)=[O:49])[CH2:43][CH2:44]1. Given the reactants COC1C=CC(C[N:8]2[CH:12]=[C:11]([C:13]3[CH:14]=[C:15]4[N:20]([C:21]5[CH:22]=[C:23]([NH:28][C:29](=[O:49])[C:30]6[CH:35]=[C:34]([S:36]([F:41])([F:40])([F:39])([F:38])[F:37])[CH:33]=[C:32]([N:42]7[CH2:47][CH2:46][N:45]([CH3:48])[CH2:44][CH2:43]7)[CH:31]=6)[CH:24]=[CH:25][C:26]=5[CH3:27])[CH:19]=[CH:18][N:16]4[N:17]=3)[CH:10]=[N:9]2)=CC=1, predict the reaction product. (4) The product is: [CH:19]1([O:1][C:2]2[CH:3]=[C:4]([CH:7]=[CH:8][C:9]=2[O:10][CH3:11])[CH:5]=[O:6])[CH2:18][CH2:17][CH:16]=[CH:15]1. Given the reactants [OH:1][C:2]1[CH:3]=[C:4]([CH:7]=[CH:8][C:9]=1[O:10][CH3:11])[CH:5]=[O:6].[H-].[Na+].Cl[CH:15]1[CH2:19][CH2:18][CH:17]=[CH:16]1, predict the reaction product. (5) Given the reactants Cl.[O:2]=[C:3]1[NH:8][CH:7]=[C:6]([C:9]2[CH:10]=[C:11]3[C:21](=[CH:22][CH:23]=2)[O:20][C:14]2([CH2:19][CH2:18][NH:17][CH2:16][CH2:15]2)[CH2:13][C:12]3=[O:24])[CH:5]=[CH:4]1.[CH:25]1([N:28]2[C:36]3[C:31](=[C:32]([C:40]4[NH:44][N:43]=[N:42][N:41]=4)[CH:33]=[C:34]([C:37](O)=[O:38])[CH:35]=3)[CH:30]=[CH:29]2)[CH2:27][CH2:26]1.CCN=C=NCCCN(C)C.C1C=CC2N(O)N=NC=2C=1.Cl, predict the reaction product. The product is: [CH:25]1([N:28]2[C:36]3[C:31](=[C:32]([C:40]4[NH:44][N:43]=[N:42][N:41]=4)[CH:33]=[C:34]([C:37]([N:17]4[CH2:18][CH2:19][C:14]5([CH2:13][C:12](=[O:24])[C:11]6[C:21](=[CH:22][CH:23]=[C:9]([C:6]7[CH:5]=[CH:4][C:3](=[O:2])[NH:8][CH:7]=7)[CH:10]=6)[O:20]5)[CH2:15][CH2:16]4)=[O:38])[CH:35]=3)[CH:30]=[CH:29]2)[CH2:26][CH2:27]1. (6) The product is: [Br:22][CH2:11][C:6]1[CH:7]=[CH:8][CH:9]=[C:10]2[C:5]=1[N:4]([CH2:12][O:13][CH2:14][CH2:15][Si:16]([CH3:18])([CH3:17])[CH3:19])[C:3](=[O:20])[C:2]2([CH3:21])[CH3:1]. Given the reactants [CH3:1][C:2]1([CH3:21])[C:10]2[C:5](=[C:6]([CH3:11])[CH:7]=[CH:8][CH:9]=2)[N:4]([CH2:12][O:13][CH2:14][CH2:15][Si:16]([CH3:19])([CH3:18])[CH3:17])[C:3]1=[O:20].[Br:22]N1C(=O)CCC1=O.C(OOC(=O)C1C=CC=CC=1)(=O)C1C=CC=CC=1.N(C(C)(C)C#N)=NC(C)(C)C#N, predict the reaction product. (7) Given the reactants Cl[CH2:2][C:3]1[CH:27]=[CH:26][C:6]2[S:7][CH:8]=[C:9]([C:10]3[CH:24]=[CH:23][C:13]([O:14][CH2:15][CH:16]4[CH2:20][O:19][C:18]([CH3:22])([CH3:21])[O:17]4)=[CH:12][C:11]=3[CH3:25])[C:5]=2[CH:4]=1.[OH:28][C:29]1[CH:34]=[CH:33][C:32]([C@@H:35]([C:42]#[C:43][CH3:44])[CH2:36][C:37]([O:39][CH2:40][CH3:41])=[O:38])=[CH:31][CH:30]=1, predict the reaction product. The product is: [CH3:21][C:18]1([CH3:22])[O:17][CH:16]([CH2:15][O:14][C:13]2[CH:23]=[CH:24][C:10]([C:9]3[C:5]4[CH:4]=[C:3]([CH2:2][O:28][C:29]5[CH:30]=[CH:31][C:32]([C@@H:35]([C:42]#[C:43][CH3:44])[CH2:36][C:37]([O:39][CH2:40][CH3:41])=[O:38])=[CH:33][CH:34]=5)[CH:27]=[CH:26][C:6]=4[S:7][CH:8]=3)=[C:11]([CH3:25])[CH:12]=2)[CH2:20][O:19]1. (8) The product is: [CH2:1]([Si:3]([C:8]#[C:9][C@:10]1([CH2:31][O:32][CH2:33][C:34]2[CH:39]=[CH:38][CH:37]=[CH:36][CH:35]=2)[O:18][C@@H:13]([N:40]2[CH:47]=[CH:46][C:44](=[O:45])[NH:43][C:41]2=[O:42])[C@H:12]([O:19][C:20](=[O:22])[CH3:21])[C@@H:11]1[O:23][CH2:24][C:25]1[CH:26]=[CH:27][CH:28]=[CH:29][CH:30]=1)([CH2:4][CH3:5])[CH2:6][CH3:7])[CH3:2]. Given the reactants [CH2:1]([Si:3]([C:8]#[C:9][C@:10]1([CH2:31][O:32][CH2:33][C:34]2[CH:39]=[CH:38][CH:37]=[CH:36][CH:35]=2)[O:18][CH:13](OC(=O)C)[C@H:12]([O:19][C:20](=[O:22])[CH3:21])[C@@H:11]1[O:23][CH2:24][C:25]1[CH:30]=[CH:29][CH:28]=[CH:27][CH:26]=1)([CH2:6][CH3:7])[CH2:4][CH3:5])[CH3:2].[NH:40]1[CH:47]=[CH:46][C:44](=[O:45])[NH:43][C:41]1=[O:42].C/C(/O[Si](C)(C)C)=N\[Si](C)(C)C.FC(F)(F)S(O[Si](C)(C)C)(=O)=O.C(=O)([O-])O.[Na+], predict the reaction product. (9) Given the reactants [Cl:1][C:2]1[CH:3]=[C:4]([C@H:8]([NH:13][C:14]2[NH:15][C:16](=[O:23])[N:17]([CH2:21][CH3:22])[C:18](=[O:20])[CH:19]=2)[CH2:9][C:10]([OH:12])=O)[CH:5]=[CH:6][CH:7]=1, predict the reaction product. The product is: [Cl:1][C:2]1[CH:3]=[C:4]([C@@H:8]2[NH:13][C:14]3[NH:15][C:16](=[O:23])[N:17]([CH2:21][CH3:22])[C:18](=[O:20])[C:19]=3[C:10](=[O:12])[CH2:9]2)[CH:5]=[CH:6][CH:7]=1.